This data is from Peptide-MHC class II binding affinity with 134,281 pairs from IEDB. The task is: Regression. Given a peptide amino acid sequence and an MHC pseudo amino acid sequence, predict their binding affinity value. This is MHC class II binding data. (1) The peptide sequence is MATTLPVQRHPRSLF. The MHC is DRB1_1201 with pseudo-sequence DRB1_1201. The binding affinity (normalized) is 0.336. (2) The binding affinity (normalized) is 0.0593. The MHC is DRB1_0701 with pseudo-sequence DRB1_0701. The peptide sequence is RVYCDPCRAGFETNV. (3) The peptide sequence is YVAWMSATAALAREA. The MHC is HLA-DQA10501-DQB10301 with pseudo-sequence HLA-DQA10501-DQB10301. The binding affinity (normalized) is 0.785.